Dataset: Full USPTO retrosynthesis dataset with 1.9M reactions from patents (1976-2016). Task: Predict the reactants needed to synthesize the given product. (1) Given the product [C:1]1([S:7]([N:10]2[C:14]3=[N:15][CH:16]=[CH:17][CH:18]=[C:13]3[C:12]([C:31]3[CH:32]=[CH:33][N:34]=[C:29]([Cl:28])[N:30]=3)=[CH:11]2)(=[O:9])=[O:8])[CH:2]=[CH:3][CH:4]=[CH:5][CH:6]=1, predict the reactants needed to synthesize it. The reactants are: [C:1]1([S:7]([N:10]2[C:14]3=[N:15][CH:16]=[CH:17][CH:18]=[C:13]3[C:12](B3OC(C)(C)C(C)(C)O3)=[CH:11]2)(=[O:9])=[O:8])[CH:6]=[CH:5][CH:4]=[CH:3][CH:2]=1.[Cl:28][C:29]1[N:34]=[C:33](Cl)[CH:32]=[CH:31][N:30]=1.C([O-])([O-])=O.[Na+].[Na+]. (2) Given the product [F:18][C:12]1[CH:13]=[CH:14][CH:15]=[C:16]([F:17])[C:11]=1[C:8]1[CH:9]=[C:10]2[C:5](=[CH:6][CH:7]=1)[N:4]([CH:19]1[CH2:24][CH2:23][CH2:22][CH2:21][O:20]1)[N:3]=[C:2]2[C:33]1[CH:34]=[C:35]([N:39]2[CH2:40][CH2:41][CH:42]([NH:45][C:46](=[O:52])[O:47][C:48]([CH3:50])([CH3:49])[CH3:51])[CH2:43][CH2:44]2)[CH:36]=[N:37][CH:38]=1, predict the reactants needed to synthesize it. The reactants are: Br[C:2]1[C:10]2[C:5](=[CH:6][CH:7]=[C:8]([C:11]3[C:16]([F:17])=[CH:15][CH:14]=[CH:13][C:12]=3[F:18])[CH:9]=2)[N:4]([CH:19]2[CH2:24][CH2:23][CH2:22][CH2:21][O:20]2)[N:3]=1.CC1(C)C(C)(C)OB([C:33]2[CH:34]=[C:35]([N:39]3[CH2:44][CH2:43][CH:42]([NH:45][C:46](=[O:52])[O:47][C:48]([CH3:51])([CH3:50])[CH3:49])[CH2:41][CH2:40]3)[CH:36]=[N:37][CH:38]=2)O1.C([O-])([O-])=O.[Na+].[Na+]. (3) Given the product [CH3:10][CH:9]([OH:8])[CH3:11].[Cl:1][C:2]1[CH:3]=[C:4]([C:12]2[O:16][N:15]=[C:14]([C:17]3[CH:18]=[CH:19][C:20]([NH:23][C@H:24]4[CH2:28][CH2:27][C@@H:26]([C:29]([OH:31])=[O:30])[CH2:25]4)=[CH:21][CH:22]=3)[N:13]=2)[CH:5]=[N:6][C:7]=1[O:8][CH:9]([CH3:10])[CH3:11], predict the reactants needed to synthesize it. The reactants are: [Cl:1][C:2]1[CH:3]=[C:4]([C:12]2[O:16][N:15]=[C:14]([C:17]3[CH:22]=[CH:21][C:20]([NH:23][C@H:24]4[CH2:28][CH2:27][C@@H:26]([C:29]([OH:31])=[O:30])[CH2:25]4)=[CH:19][CH:18]=3)[N:13]=2)[CH:5]=[N:6][C:7]=1[O:8][CH:9]([CH3:11])[CH3:10]. (4) Given the product [CH3:18][C:14]1([CH3:23])[CH2:13][CH:12]([C:9]2[S:8][C:7]3[CH:6]=[CH:5][CH:4]=[C:3]([O:2][CH3:1])[C:11]=3[CH:10]=2)[CH2:17][CH2:16][NH:15]1, predict the reactants needed to synthesize it. The reactants are: [CH3:1][O:2][C:3]1[C:11]2[CH:10]=[C:9]([CH:12]3[CH2:17][CH2:16][N:15]=[C:14]([CH3:18])[CH2:13]3)[S:8][C:7]=2[CH:6]=[CH:5][CH:4]=1.B(F)(F)F.[CH3:23]COCC.[Li]C. (5) The reactants are: S(O)(O)(=O)=O.[NH2:6][C:7]1[CH:8]=[N:9][N:10]([CH3:13])[C:11]=1[NH2:12].[OH-].[Na+].O1CCOCC1.Cl[C:23]([O:25][C:26]1[CH:31]=[CH:30][CH:29]=[CH:28][CH:27]=1)=[O:24]. Given the product [NH2:12][C:11]1[N:10]([CH3:13])[N:9]=[CH:8][C:7]=1[NH:6][C:23]([O:25][C:26]1[CH:31]=[CH:30][CH:29]=[CH:28][CH:27]=1)=[O:24], predict the reactants needed to synthesize it. (6) Given the product [NH2:1][C:2]1[N:11]=[CH:10][C:9]2[C:4](=[CH:5][C:6]([O:13][CH3:14])=[C:7]([C:6]3[CH:5]=[C:4]([CH:9]=[CH:8][C:25]=3[CH3:26])[C:15]([OH:16])=[O:18])[CH:8]=2)[N:3]=1, predict the reactants needed to synthesize it. The reactants are: [NH2:1][C:2]1[N:11]=[CH:10][C:9]2[C:4](=[CH:5][C:6]([O:13][CH3:14])=[C:7](Br)[CH:8]=2)[N:3]=1.[C:15](=[O:18])([O-])[O-:16].[Na+].[Na+].C(O[CH2:25][CH3:26])(=O)C. (7) Given the product [CH3:20][C:5]1[CH:4]=[C:3]([OH:21])[CH:2]=[C:7]([CH3:23])[C:6]=1[S:8][C:9]1[CH:14]=[CH:13][C:12]([OH:15])=[C:11]([CH:17]([CH3:18])[CH3:19])[CH:10]=1, predict the reactants needed to synthesize it. The reactants are: C[C:2]1[CH:7]=[C:6]([S:8][C:9]2[CH:14]=[CH:13][C:12]([O:15]C)=[C:11]([CH:17]([CH3:19])[CH3:18])[CH:10]=2)[C:5]([CH3:20])=[CH:4][C:3]=1[O:21]C.[C:23](OCC)(=O)C. (8) Given the product [Br:9][C:10]1[C:11]([CH3:18])=[C:12]([NH:13][C:4](=[O:5])[CH2:3][C:2]([CH3:8])([CH3:7])[CH3:1])[C:14]([Cl:17])=[CH:15][CH:16]=1.[Br:9][C:10]1[C:11]([CH3:18])=[C:12]([NH:13][C:4](=[O:5])[CH2:3][C:2]([CH3:8])([CH3:7])[CH3:1])[CH:14]=[CH:15][C:32]=1[Cl:34], predict the reactants needed to synthesize it. The reactants are: [CH3:1][C:2]([CH3:8])([CH3:7])[CH2:3][C:4](Cl)=[O:5].[Br:9][C:10]1[C:11]([CH3:18])=[C:12]([C:14]([Cl:17])=[CH:15][CH:16]=1)[NH2:13].C(N(CC)CC)C.C(OCC)(=O)C.[CH2:32]([Cl:34])Cl. (9) Given the product [N:23]1[NH:26][N:27]=[N:28][C:22]=1[C:20]1[O:21][C:17]2[CH:16]=[C:15]([CH2:14][NH:13][C:4]3[CH:5]=[CH:6][C:7]([O:8][C:9]([F:10])([F:11])[F:12])=[C:2]([Br:1])[CH:3]=3)[CH:25]=[CH:24][C:18]=2[CH:19]=1, predict the reactants needed to synthesize it. The reactants are: [Br:1][C:2]1[CH:3]=[C:4]([NH:13][CH2:14][C:15]2[CH:25]=[CH:24][C:18]3[CH:19]=[C:20]([C:22]#[N:23])[O:21][C:17]=3[CH:16]=2)[CH:5]=[CH:6][C:7]=1[O:8][C:9]([F:12])([F:11])[F:10].[N-:26]=[N+:27]=[N-:28].[Na+].[Cl-].[NH4+].